Dataset: Full USPTO retrosynthesis dataset with 1.9M reactions from patents (1976-2016). Task: Predict the reactants needed to synthesize the given product. (1) Given the product [CH3:28][C:29]1([CH3:36])[C:33]([CH3:35])([CH3:34])[O:32][B:31]([C:2]2[CH:3]=[C:4]3[C:9](=[CH:10][CH:11]=2)[O:8][C@@H:7]([CH2:12][O:13][Si:14]([C:17]([CH3:20])([CH3:19])[CH3:18])([CH3:16])[CH3:15])[CH2:6][CH2:5]3)[O:30]1, predict the reactants needed to synthesize it. The reactants are: I[C:2]1[CH:3]=[C:4]2[C:9](=[CH:10][CH:11]=1)[O:8][C@@H:7]([CH2:12][O:13][Si:14]([C:17]([CH3:20])([CH3:19])[CH3:18])([CH3:16])[CH3:15])[CH2:6][CH2:5]2.C(N(CC)CC)C.[CH3:28][C:29]1([CH3:36])[C:33]([CH3:35])([CH3:34])[O:32][BH:31][O:30]1. (2) The reactants are: [O:1]=[C:2]([C:6]1[S:7][CH:8]=[CH:9][CH:10]=1)[C:3](Cl)=[O:4].[CH3:11][N:12]1[CH2:17][CH2:16][CH:15]([OH:18])[CH2:14][CH2:13]1. Given the product [CH3:11][N:12]1[CH2:17][CH2:16][CH:15]([O:18][C:3](=[O:4])[C:2](=[O:1])[C:6]2[S:7][CH:8]=[CH:9][CH:10]=2)[CH2:14][CH2:13]1, predict the reactants needed to synthesize it.